From a dataset of NCI-60 drug combinations with 297,098 pairs across 59 cell lines. Regression. Given two drug SMILES strings and cell line genomic features, predict the synergy score measuring deviation from expected non-interaction effect. Synergy scores: CSS=4.42, Synergy_ZIP=9.32, Synergy_Bliss=13.8, Synergy_Loewe=8.07, Synergy_HSA=6.00. Drug 1: CCC(=C(C1=CC=CC=C1)C2=CC=C(C=C2)OCCN(C)C)C3=CC=CC=C3.C(C(=O)O)C(CC(=O)O)(C(=O)O)O. Cell line: HCC-2998. Drug 2: CN(C(=O)NC(C=O)C(C(C(CO)O)O)O)N=O.